This data is from Experimentally validated miRNA-target interactions with 360,000+ pairs, plus equal number of negative samples. The task is: Binary Classification. Given a miRNA mature sequence and a target amino acid sequence, predict their likelihood of interaction. (1) The miRNA is rno-miR-7b with sequence UGGAAGACUUGUGAUUUUGUUGU. The protein sequence of the target gene is MKILLLCVALLLIWDNGMVLGEQEVSDNELQELSTQGSRYINKEIQNAVQGVKHIKTLIEKTNAERKSLLNSLEEAKKKKEDALEDTRDSEMKLKAFPEVCNETMMALWEECKPCLKHTCMKFYARVCRSGSGLVGQQLEEFLNQSSPFYFWMNGDRIDSLLESDRQQSQVLDAMQDSFARASGIIDTLFQDRFFARELHDPHYFSPIGFPHKRPHFLYPKSRLVRSLMSPSHYGPPSFHNMFQPFFEMIHQAQQAMDVQLHSPAFQFPDVDFLREGEDDRTVCKEIRRNSTGCLKMKGQ.... Result: 0 (no interaction). (2) The miRNA is mmu-miR-1193-3p with sequence UAGGUCACCCGUUUUACUAUC. The protein sequence of the target gene is MAGQPAATGSPSADKDGMEPNVVARISQWADDHLRLVRNISTGMAIAGIMLLLRSIRLTSKFTSSSDIPVEFIRRNVKLRGRLRRITENGLEIEHIPITLPIIASLRKEPRGALLVKLAGVELAETGKAWLQKELKPSQLLWFQLLGKENSALFCYLLVSKGGYFSVNLNEEILRRGLGKTVLVKGLKYDSKIYWTVHRNLLKAELTALKKGEGIWKEDSEKESYLEKFKDSWREIWKKDSFLKTTGSDFSLKKESYYEKLKRTYEIWKDNMNNCSLILKFRELISRINFRRKG. Result: 0 (no interaction). (3) The miRNA is gga-miR-2131-5p with sequence AUGCAGAAGUGCACGGAAACAGCU. The protein sequence of the target gene is MSLVACECPPGPGLEPEPCSRARSQACMYLEQIRNRVATGTADVTKRDYLVDAATQIHLALERDVSEDYEAAFNHYQNGVDVLLRGVHVDPNKERREAVKLKITKYLRRAEEIFNCHLQRTLGSGASPNTGFSSLRLRPIRTLSSALEQLKGCRVVGIIKKVQVVQDPATGGTFIVKSLPRCHMVSRERLTIIPHGVPYMTKLLRYFVSEDSIFLHLEHVQGGTLWSHLLSQDHFQYSGLNSGSVQEKSQAQLSTRLSLMTPAELTPGHTLRQNRIPMEPPRTSQSLPPALQLQKEADAE.... Result: 0 (no interaction). (4) The miRNA is mmu-miR-877-5p with sequence GUAGAGGAGAUGGCGCAGGG. The protein sequence of the target gene is MGRMHAPGKGLSQSALPYRRSVPTWLKLTSDDVKEQIYKLAKKGLTPSQIGVILRDSHGVAQVRFVTGNKILRILKSKGLAPDLPEDLYHLIKKAVAVRKHLERNRKDKDAKFRLILIESRIHRLARYYKTKRVLPPNWKYESSTASALVA. Result: 0 (no interaction). (5) The miRNA is mmu-miR-466q with sequence GUGCACACACACACAUACGU. The protein sequence of the target gene is MMTKVLGMAPVLGPRPPQEQVGPLMVKVEEKEEKGKYLPSLEMFRQRFRQFGYHDTPGPREALSQLRVLCCEWLRPEIHTKEQILELLVLEQFLTILPQELQAWVQEHCPESAEEAVTLLEDLERELDEPGHQVSTPPNEQKPVWEKISSSGTAKESPSSMQPQPLETSHKYESWGPLYIQESGEEQEFAQDPRKVRDCRLSTQHEESADEQKGSEAEGLKGDIISVIIANKPEASLERQCVNLENEKGTKPPLQEAGSKKGRESVPTKPTPGERRYICAECGKAFSNSSNLTKHRRTHT.... Result: 0 (no interaction). (6) The miRNA is hsa-miR-6868-5p with sequence ACUGGCAGAACACUGAAGCAGC. The protein sequence of the target gene is MEFFISMSETIKYNDDDHKTLFLKTLNEQRLEGEFCDIAIVVEDVKFRAHRCVLAACSTYFKKLFKKLEVDSSSVIEIDFLRSDIFEEVLNYMYTAKISVKKEDVNLMMSSGQILGIRFLDKLCSQKRDVSSPDENNGQSKSKYCLKINRPIGDAADTQDDDVEEIGDQDDSPSDDTVEGTPPSQEDGKSPTTTLRVQEAILKELGSEEVRKVNCYGQEVESMETPESKDLGSQTPQALTFNDGMSEVKDEQTPGWTTAASDMKFEYLLYGHHREQIACQACGKTFSDEGRLRKHEKLHT.... Result: 0 (no interaction). (7) The miRNA is hsa-miR-320b with sequence AAAAGCUGGGUUGAGAGGGCAA. The protein sequence of the target gene is MAPPAHKSILERSENVLMSPWKGKLIVQDRMLCDIALWSTYGAMIPTQLPQELDFKYVMKVSSLKKRLPEAAFRKQNYLEEKVCFQDLCFNLYEVELSNRQGENIDKLTECIKNKQLAIIKCLEDRGFFILLTSSALLSEPDFGGKQMGLHGLHLFRSPLSTGVKDLKVEDDISMKVIPILSTLNCALLETKKSLPEERIHPNTLVKRHFQELYKADRSPSLSVAPQDRMKDPTFLGKLPSGFDLIPPAEKCPSESLTQLNSYFSDPSAYILEVSTALDLLAEHPQSPCVSDGICDAGFS.... Result: 1 (interaction). (8) The miRNA is hsa-miR-383-3p with sequence ACAGCACUGCCUGGUCAGA. The protein sequence of the target gene is MAPPSVPLVLLLVLLLSLAETPASAPAHRGRGGWTLNSAGYLLGPVLHLPQMGDQDGKRETALEILDLWKAIDGLPYSHPPQPSKRNVMETFAKPEIGDLGMLSMKIPKEEDVLKS. Result: 0 (no interaction). (9) The miRNA is mmu-miR-330-5p with sequence UCUCUGGGCCUGUGUCUUAGGC. The protein sequence of the target gene is MQGSSLWLSLTFRSARVLSRARFFEWQSPGLPNTAAMENGTGPYGEERPREVQETTVTEGAAKIAFPSANEVFYNPVQEFNRDLTCAVITEFARIQLGAKGIQIKVPGEKDTQKVVVDLSEQEEEKVELKESENLASGDQPRTAAVGEICEEGLHVLEGLAASGLRSIRFALEVPGLRSVVANDASTRAVDLIRRNVQLNDVAHLVQPSQADARMLMYQHQRVSERFDVIDLDPYGSPATFLDAAVQAVSEGGLLCVTCTDMAVLAGNSGETCYSKYGAMALKSRACHEMALRIVLHSLD.... Result: 0 (no interaction). (10) The miRNA is hsa-miR-7109-5p with sequence CUGGGGGGAGGAGACCCUGCU. The protein sequence of the target gene is MSGESARSLGKGSAPPGPVPEGSIRIYSMRFCPFAERTRLVLKAKGIRHEVININLKNKPEWFFKKNPFGLVPVLENSQGQLIYESAITCEYLDEAYPGKKLLPDDPYEKACQKMILELFSKVPSLVGSFIRSQNKEDYAGLKEEFRKEFTKLEEVLTNKKTTFFGGNSISMIDYLIWPWFERLEAMKLNECVDHTPKLKLWMAAMKEDPTVSALLTSEKDWQGFLELYLQNSPEACDYGL. Result: 1 (interaction).